From a dataset of Full USPTO retrosynthesis dataset with 1.9M reactions from patents (1976-2016). Predict the reactants needed to synthesize the given product. (1) Given the product [Br:1][C:2]1[CH:7]=[CH:6][C:5]([N:8]2[CH2:12][CH2:11][CH2:10][C:9]2=[O:14])=[C:4]([CH:3]=1)[C:15]#[N:16], predict the reactants needed to synthesize it. The reactants are: [Br:1][C:2]1[CH:7]=[CH:6][C:5]([NH:8][C:9](=[O:14])[CH2:10][CH2:11][CH2:12]Cl)=[C:4]([C:15]#[N:16])[CH:3]=1.[H-].[Na+]. (2) Given the product [OH:1][C:2]1[C:3]2[CH:4]=[CH:5][N:6]=[CH:7][C:8]=2[C:9]([CH3:25])([CH3:24])[C:10](=[O:23])[C:11]=1[C:12]([NH:14][CH2:15][C:16]([OH:18])=[O:17])=[O:13], predict the reactants needed to synthesize it. The reactants are: [OH:1][C:2]1[C:3]2[CH:4]=[CH:5][N:6]=[CH:7][C:8]=2[C:9]([CH3:25])([CH3:24])[C:10](=[O:23])[C:11]=1[C:12]([NH:14][CH2:15][C:16]([O:18]C(C)(C)C)=[O:17])=[O:13]. (3) Given the product [CH2:33]([C:31]1[S:30][C:19]2[N:49]=[C:48]([C:46]3[O:47][C:43]([CH:40]([CH3:42])[CH3:41])=[CH:44][CH:45]=3)[N:16]=[C:17]([NH2:22])[C:18]=2[CH:32]=1)[C:34]1[CH:35]=[CH:36][CH:37]=[CH:38][CH:39]=1, predict the reactants needed to synthesize it. The reactants are: NC1SC(CC2C=CC=CC=2)=CC=1C#N.[NH2:16][C:17]1[C:18]2[CH:32]=[C:31]([CH2:33][C:34]3[CH:39]=[CH:38][CH:37]=[CH:36][CH:35]=3)[S:30][C:19]=2N=C(C2OC(C#N)=CC=2)[N:22]=1.[CH:40]([C:43]1[O:47][C:46]([C:48]#[N:49])=[CH:45][CH:44]=1)([CH3:42])[CH3:41].CC1OC(C#N)=CC=1. (4) The reactants are: Cl[C:2]1[N:7]=[CH:6][N:5]=[C:4]([NH:8][C:9]2[CH:14]=[CH:13][C:12]([N:15]3[CH2:20][CH2:19][N:18]([CH2:21][CH:22]4[CH2:25][O:24][CH2:23]4)[CH2:17][CH2:16]3)=[CH:11][CH:10]=2)[N:3]=1.[C:26]([C:28]1[CH:48]=[C:47](B2OC(C)(C)C(C)(C)O2)[CH:46]=[CH:45][C:29]=1[O:30][C@H:31]1[CH2:36][CH2:35][N:34]([C:37]([O:39][C:40]([CH3:43])([CH3:42])[CH3:41])=[O:38])[CH2:33][C@H:32]1[F:44])#[N:27].C(=O)([O-])[O-].[Na+].[Na+]. Given the product [C:26]([C:28]1[CH:48]=[C:47]([C:2]2[N:3]=[C:4]([NH:8][C:9]3[CH:14]=[CH:13][C:12]([N:15]4[CH2:20][CH2:19][N:18]([CH2:21][CH:22]5[CH2:25][O:24][CH2:23]5)[CH2:17][CH2:16]4)=[CH:11][CH:10]=3)[N:5]=[CH:6][N:7]=2)[CH:46]=[CH:45][C:29]=1[O:30][C@H:31]1[CH2:36][CH2:35][N:34]([C:37]([O:39][C:40]([CH3:43])([CH3:42])[CH3:41])=[O:38])[CH2:33][C@H:32]1[F:44])#[N:27], predict the reactants needed to synthesize it. (5) Given the product [C:1]([C:5]1[CH:6]=[C:7]([NH:50][S:51]([CH3:54])(=[O:53])=[O:52])[C:8]([O:48][CH3:49])=[C:9]([NH:11][C:12]([NH:13][C:14]2[C:23]3[C:18](=[CH:19][CH:20]=[CH:21][CH:22]=3)[C:17]([O:24][C:25]3[CH:30]=[CH:29][N:28]=[C:27]([NH:31][C:32]4[CH:37]=[CH:36][C:35]([P:38]([CH2:43][CH3:44])(=[O:39])[OH:42])=[C:34]([O:45][CH3:46])[CH:33]=4)[CH:26]=3)=[CH:16][CH:15]=2)=[O:47])[CH:10]=1)([CH3:2])([CH3:3])[CH3:4], predict the reactants needed to synthesize it. The reactants are: [C:1]([C:5]1[CH:6]=[C:7]([NH:50][S:51]([CH3:54])(=[O:53])=[O:52])[C:8]([O:48][CH3:49])=[C:9]([NH:11][C:12](=[O:47])[NH:13][C:14]2[C:23]3[C:18](=[CH:19][CH:20]=[CH:21][CH:22]=3)[C:17]([O:24][C:25]3[CH:30]=[CH:29][N:28]=[C:27]([NH:31][C:32]4[CH:37]=[CH:36][C:35]([P:38]([CH2:43][CH3:44])(=[O:42])[O:39]CC)=[C:34]([O:45][CH3:46])[CH:33]=4)[CH:26]=3)=[CH:16][CH:15]=2)[CH:10]=1)([CH3:4])([CH3:3])[CH3:2].[OH-].[Na+].CCO.C(O)(=O)C. (6) Given the product [F:40][CH:38]([F:39])[C:37]([OH:42])([CH3:41])[CH2:36][CH2:35][O:34][C:31]1[CH:32]=[CH:33][C:28]([C:19]2[C:20]([C:24]([F:25])([F:26])[F:27])=[CH:21][C:22]([F:23])=[C:17]([CH2:16][O:15][C:13]3[N:12]=[CH:11][C:10]4[C@@H:43]5[C@@H:6]([C:4]([OH:5])=[O:3])[C@@H:7]5[CH2:8][C:9]=4[CH:14]=3)[CH:18]=2)=[CH:29][CH:30]=1, predict the reactants needed to synthesize it. The reactants are: C([O:3][C:4]([C@@H:6]1[C@@H:43]2[C@H:7]1[CH2:8][C:9]1[CH:14]=[C:13]([O:15][CH2:16][C:17]3[CH:18]=[C:19]([C:28]4[CH:33]=[CH:32][C:31]([O:34][CH2:35][CH2:36][C:37]([OH:42])([CH3:41])[CH:38]([F:40])[F:39])=[CH:30][CH:29]=4)[C:20]([C:24]([F:27])([F:26])[F:25])=[CH:21][C:22]=3[F:23])[N:12]=[CH:11][C:10]=12)=[O:5])C.[OH-].[Li+].Cl. (7) Given the product [C:28]1([CH:7]([C:1]2[CH:2]=[CH:3][CH:4]=[CH:5][CH:6]=2)[N:8]2[C:16]3[C:11](=[CH:12][CH:13]=[CH:14][CH:15]=3)[C:10]3([C:17]4[CH:22]=[C:21]([F:23])[C:20]([O:24][CH3:25])=[CH:19][C:18]=4[O:26][CH2:34]3)[C:9]2=[O:27])[CH:33]=[CH:32][CH:31]=[CH:30][CH:29]=1, predict the reactants needed to synthesize it. The reactants are: [C:1]1([CH:7]([C:28]2[CH:33]=[CH:32][CH:31]=[CH:30][CH:29]=2)[N:8]2[C:16]3[C:11](=[CH:12][CH:13]=[CH:14][CH:15]=3)[CH:10]([C:17]3[CH:22]=[C:21]([F:23])[C:20]([O:24][CH3:25])=[CH:19][C:18]=3[OH:26])[C:9]2=[O:27])[CH:6]=[CH:5][CH:4]=[CH:3][CH:2]=1.[C:34]1(C(C2C=CC=CC=2)N2C3C(=CC=CC=3)C(C3C=C(C)C(OC)=CC=3O)C2=O)C=CC=CC=1. (8) The reactants are: [N+:1]([C:4]1[CH:12]=[CH:11][CH:10]=[C:9]2[C:5]=1[CH:6]([CH2:19][C:20]([O:22][CH3:23])=[O:21])[CH2:7][N:8]2[CH2:13][C:14]([O:16][CH2:17][CH3:18])=[O:15])([O-])=O. Given the product [NH2:1][C:4]1[CH:12]=[CH:11][CH:10]=[C:9]2[C:5]=1[CH:6]([CH2:19][C:20]([O:22][CH3:23])=[O:21])[CH2:7][N:8]2[CH2:13][C:14]([O:16][CH2:17][CH3:18])=[O:15], predict the reactants needed to synthesize it. (9) Given the product [NH2:1][C:2]1[N:3]([CH3:25])[C:4](=[O:24])[C:5]2([C:15]3[C:10](=[CH:11][CH:12]=[C:13]([C:30]4[CH:29]=[C:28]([CH:33]=[CH:32][CH:31]=4)[C:26]#[N:27])[CH:14]=3)[O:9][CH:8]([C:17]3[CH:22]=[CH:21][CH:20]=[C:19]([Cl:23])[CH:18]=3)[CH2:7]2)[N:6]=1, predict the reactants needed to synthesize it. The reactants are: [NH2:1][C:2]1[N:3]([CH3:25])[C:4](=[O:24])[C:5]2([C:15]3[C:10](=[CH:11][CH:12]=[C:13](Br)[CH:14]=3)[O:9][CH:8]([C:17]3[CH:22]=[CH:21][CH:20]=[C:19]([Cl:23])[CH:18]=3)[CH2:7]2)[N:6]=1.[C:26]([C:28]1[CH:33]=[CH:32][C:31](B(O)O)=[CH:30][CH:29]=1)#[N:27]. (10) Given the product [Cl:27][C:25]1[C:24]([C:28]([F:30])([F:29])[F:31])=[CH:23][N:22]=[C:21]([NH:1][C:2]2[CH:3]=[CH:4][C:5]([C:8](=[O:10])[CH3:9])=[N:6][CH:7]=2)[N:26]=1, predict the reactants needed to synthesize it. The reactants are: [NH2:1][C:2]1[CH:3]=[CH:4][C:5]([C:8](=[O:10])[CH3:9])=[N:6][CH:7]=1.CCN(C(C)C)C(C)C.Cl[C:21]1[N:26]=[C:25]([Cl:27])[C:24]([C:28]([F:31])([F:30])[F:29])=[CH:23][N:22]=1.